Task: Predict which catalyst facilitates the given reaction.. Dataset: Catalyst prediction with 721,799 reactions and 888 catalyst types from USPTO (1) Reactant: CN(C(ON1N=NC2C=CC=NC1=2)=[N+](C)C)C.F[P-](F)(F)(F)(F)F.[Cl:25][C:26]1[CH:27]=[C:28]([CH:31]=[C:32]([O:34][C:35]2[C:40]([Cl:41])=[CH:39][CH:38]=[C:37]([CH2:42][NH:43][CH3:44])[C:36]=2[F:45])[CH:33]=1)[C:29]#[N:30].[NH:46]1[CH:50]=[CH:49][CH:48]=[C:47]1[C:51]([OH:53])=O.C([O-])(O)=O.[Na+]. Product: [Cl:41][C:40]1[CH:39]=[CH:38][C:37]([CH2:42][N:43]([CH3:44])[C:51]([C:47]2[NH:46][CH:50]=[CH:49][CH:48]=2)=[O:53])=[C:36]([F:45])[C:35]=1[O:34][C:32]1[CH:31]=[C:28]([C:29]#[N:30])[CH:27]=[C:26]([Cl:25])[CH:33]=1. The catalyst class is: 39. (2) Reactant: FC(F)(F)C([N:5]1[CH2:11][CH:10]([CH3:12])[C:9]2[CH:13]=[CH:14][C:15]([C:17]3[N:18]([CH3:22])[N:19]=[CH:20][CH:21]=3)=[CH:16][C:8]=2[CH2:7][CH2:6]1)=O.[OH-].[Na+]. Product: [CH3:22][N:18]1[C:17]([C:15]2[CH:14]=[CH:13][C:9]3[CH:10]([CH3:12])[CH2:11][NH:5][CH2:6][CH2:7][C:8]=3[CH:16]=2)=[CH:21][CH:20]=[N:19]1. The catalyst class is: 5. (3) Reactant: [CH2:1]([O:3][CH2:4][C:5]([Cl:7])=[O:6])[CH3:2].[NH2:8][C:9]1[CH:10]=[N:11][C:12]2[C:17]([C:18]=1[NH:19][CH2:20][CH2:21][C:22]1([OH:25])[CH2:24][CH2:23]1)=[CH:16][CH:15]=[CH:14][CH:13]=2. Product: [ClH:7].[CH2:1]([O:3][CH2:4][C:5]([NH:8][C:9]1[CH:10]=[N:11][C:12]2[C:17]([C:18]=1[NH:19][CH2:20][CH2:21][C:22]1([OH:25])[CH2:23][CH2:24]1)=[CH:16][CH:15]=[CH:14][CH:13]=2)=[O:6])[CH3:2]. The catalyst class is: 4.